Task: Predict the product of the given reaction.. Dataset: Forward reaction prediction with 1.9M reactions from USPTO patents (1976-2016) Given the reactants [F:1][C:2]1[CH:10]=[C:9]2[C:5]([CH2:6][C:7](=[O:23])[N:8]2[CH:11]2[CH2:16][CH2:15][N:14]([C:17]3([CH3:22])[CH2:21][CH2:20][NH:19][CH2:18]3)[CH2:13][CH2:12]2)=[CH:4][CH:3]=1.[C:24](Cl)(=[O:28])[O:25][CH2:26][CH3:27], predict the reaction product. The product is: [F:1][C:2]1[CH:10]=[C:9]2[C:5]([CH2:6][C:7](=[O:23])[N:8]2[CH:11]2[CH2:16][CH2:15][N:14]([C:17]3([CH3:22])[CH2:21][CH2:20][N:19]([C:24]([O:25][CH2:26][CH3:27])=[O:28])[CH2:18]3)[CH2:13][CH2:12]2)=[CH:4][CH:3]=1.